From a dataset of Forward reaction prediction with 1.9M reactions from USPTO patents (1976-2016). Predict the product of the given reaction. Given the reactants [CH3:1][N:2]([CH2:21][C:22]1[O:23][C:24]2[CH:31]=[CH:30][CH:29]=[CH:28][C:25]=2[C:26]=1[CH3:27])[C:3](/[CH:5]=[CH:6]/[C:7]1[CH:20]=[N:19][C:10]2[NH:11][CH2:12][CH2:13][N:14](C(O)=O)[CH2:15][C:9]=2[CH:8]=1)=[O:4].C(O)(C(F)(F)F)=O, predict the reaction product. The product is: [CH3:1][N:2]([CH2:21][C:22]1[O:23][C:24]2[CH:31]=[CH:30][CH:29]=[CH:28][C:25]=2[C:26]=1[CH3:27])[C:3](=[O:4])/[CH:5]=[CH:6]/[C:7]1[CH:20]=[N:19][C:10]2[NH:11][CH2:12][CH2:13][NH:14][CH2:15][C:9]=2[CH:8]=1.